This data is from Forward reaction prediction with 1.9M reactions from USPTO patents (1976-2016). The task is: Predict the product of the given reaction. (1) Given the reactants [Br:1][C:2]1[C:3]([OH:13])=[C:4]([C:8]([CH3:12])=[C:9]([Cl:11])[CH:10]=1)[C:5]([OH:7])=O.[Cl:14][C:15]1[CH:21]=[C:20]([S:22]([C:25]([F:28])([F:27])[F:26])(=[O:24])=[O:23])[CH:19]=[CH:18][C:16]=1[NH2:17], predict the reaction product. The product is: [Br:1][C:2]1[C:3]([OH:13])=[C:4]([C:8]([CH3:12])=[C:9]([Cl:11])[CH:10]=1)[C:5]([NH:17][C:16]1[CH:18]=[CH:19][C:20]([S:22]([C:25]([F:28])([F:26])[F:27])(=[O:24])=[O:23])=[CH:21][C:15]=1[Cl:14])=[O:7]. (2) The product is: [CH3:13][O:12][C:11]1[CH:10]=[C:6]2[C:5](=[CH:4][C:3]=1[O:2][CH3:1])[N:14]([CH3:26])[C:15]([C:17]1[CH:22]=[CH:21][CH:20]=[CH:19][CH:18]=1)=[N:9][C:7]2=[O:8]. Given the reactants [CH3:1][O:2][C:3]1[C:11]([O:12][CH3:13])=[CH:10][C:6]([C:7]([NH2:9])=[O:8])=[C:5]([NH:14][CH3:15])[CH:4]=1.C(Cl)(=O)[C:17]1[CH:22]=[CH:21][CH:20]=[CH:19][CH:18]=1.Cl[CH2:26]Cl, predict the reaction product. (3) Given the reactants [CH3:1][O:2][C:3](=[O:27])[CH2:4][C:5]1[CH:6]=[C:7]([C:13]2[CH:18]=[CH:17][C:16]([C:19]([F:22])([F:21])[F:20])=[CH:15][C:14]=2[CH2:23][N:24]=[N+]=[N-])[C:8]([O:11][CH3:12])=[CH:9][CH:10]=1, predict the reaction product. The product is: [CH3:1][O:2][C:3](=[O:27])[CH2:4][C:5]1[CH:6]=[C:7]([C:13]2[CH:18]=[CH:17][C:16]([C:19]([F:20])([F:22])[F:21])=[CH:15][C:14]=2[CH2:23][NH2:24])[C:8]([O:11][CH3:12])=[CH:9][CH:10]=1. (4) Given the reactants [CH:1]1([C:4]2[S:12][C:7]3[C:8](=[O:11])[NH:9][CH2:10][C:6]=3[CH:5]=2)[CH2:3][CH2:2]1.[H-].[Na+].[Br:15][C:16]1[CH:21]=[CH:20][C:19]([CH2:22]Br)=[C:18]([F:24])[CH:17]=1, predict the reaction product. The product is: [Br:15][C:16]1[CH:21]=[CH:20][C:19]([CH2:22][N:9]2[CH2:10][C:6]3[CH:5]=[C:4]([CH:1]4[CH2:3][CH2:2]4)[S:12][C:7]=3[C:8]2=[O:11])=[C:18]([F:24])[CH:17]=1.